From a dataset of Forward reaction prediction with 1.9M reactions from USPTO patents (1976-2016). Predict the product of the given reaction. Given the reactants Br[C:2]1[CH:3]=[CH:4][C:5]2[C:6]3[S:15][C:14]([CH2:16][CH2:17][CH3:18])=[N:13][C:7]=3[C:8]([NH2:12])=[N:9][C:10]=2[CH:11]=1.[OH:19][CH2:20][C:21]1[CH:22]=[C:23](B(O)O)[CH:24]=[CH:25][CH:26]=1.C1(P(C2C=CC=CC=2)C2C=CC=CC=2)C=CC=CC=1.C([O-])([O-])=O.[Na+].[Na+], predict the reaction product. The product is: [NH2:12][C:8]1[C:7]2[N:13]=[C:14]([CH2:16][CH2:17][CH3:18])[S:15][C:6]=2[C:5]2[CH:4]=[CH:3][C:2]([C:25]3[CH:26]=[C:21]([CH2:20][OH:19])[CH:22]=[CH:23][CH:24]=3)=[CH:11][C:10]=2[N:9]=1.